Dataset: Reaction yield outcomes from USPTO patents with 853,638 reactions. Task: Predict the reaction yield, written as a fraction of the theoretical maximum amount of product (1.0 means a 100% yield; for example, 0.34 means a 34% yield). (1) The reactants are [O:1]=[C:2]1[C:7]2([CH2:12][CH2:11][N:10](C(OC(C)(C)C)=O)[CH2:9][CH2:8]2)[CH2:6][CH2:5][CH2:4][NH:3]1.[ClH:20]. The catalyst is C(Cl)Cl.O1CCOCC1. The product is [ClH:20].[C:2]1(=[O:1])[C:7]2([CH2:12][CH2:11][NH:10][CH2:9][CH2:8]2)[CH2:6][CH2:5][CH2:4][NH:3]1. The yield is 0.960. (2) The yield is 0.950. The catalyst is C(O)(=O)C. The product is [CH3:12][C:13]([NH:4][C:5]1[CH:10]=[CH:9][C:8]([CH3:11])=[CH:7][CH:6]=1)([CH3:15])[C:1]#[N:2]. The reactants are [C-:1]#[N:2].[Na+].[NH2:4][C:5]1[CH:10]=[CH:9][C:8]([CH3:11])=[CH:7][CH:6]=1.[CH3:12][C:13]([CH3:15])=O.C(OCC)(=O)C. (3) The reactants are [N:1]([CH2:4][CH2:5][O:6][CH2:7][CH2:8][O:9][CH2:10][CH2:11][O:12][CH2:13][CH2:14][NH:15][S:16]([C:19]1[CH:24]=[CH:23][CH:22]=[C:21]([CH:25]2[C:34]3[C:29](=[C:30]([Cl:36])[CH:31]=[C:32]([Cl:35])[CH:33]=3)[CH2:28][N:27]([CH3:37])[CH2:26]2)[CH:20]=1)(=[O:18])=[O:17])=[N+]=[N-].O.P(C)(C)C. The catalyst is C1COCC1. The product is [NH2:1][CH2:4][CH2:5][O:6][CH2:7][CH2:8][O:9][CH2:10][CH2:11][O:12][CH2:13][CH2:14][NH:15][S:16]([C:19]1[CH:24]=[CH:23][CH:22]=[C:21]([CH:25]2[C:34]3[C:29](=[C:30]([Cl:36])[CH:31]=[C:32]([Cl:35])[CH:33]=3)[CH2:28][N:27]([CH3:37])[CH2:26]2)[CH:20]=1)(=[O:18])=[O:17]. The yield is 0.580. (4) The reactants are [CH2:1](N(CC)CC)[CH3:2].[CH3:8][O:9][C:10]1[CH:11]=[C:12]2[C:17](=[C:18]3[CH2:22][C:21]([CH3:24])([CH3:23])[O:20][C:19]=13)[C:16]([C:25]1[CH:26]=[C:27]([NH2:31])[CH:28]=[CH:29][CH:30]=1)=[N:15][C:14]([CH3:33])([CH3:32])[CH2:13]2.I/C=C\C(N)=O. The catalyst is C1(C)C=CC=CC=1. The product is [CH2:1]([NH:31][C:27]1[CH:28]=[CH:29][CH:30]=[C:25]([C:16]2[C:17]3[C:12](=[CH:11][C:10]([O:9][CH3:8])=[C:19]4[O:20][C:21]([CH3:24])([CH3:23])[CH2:22][C:18]4=3)[CH2:13][C:14]([CH3:33])([CH3:32])[N:15]=2)[CH:26]=1)[CH3:2]. The yield is 0.140. (5) The reactants are [CH3:1][O:2][C:3]([C@H:5]([NH:17]C(=O)OCC1C=CC=CC=1)[CH2:6][C:7]1[CH:15]=[C:14]([CH3:16])[C:10]2[NH:11][N:12]=[N:13][C:9]=2[CH:8]=1)=[O:4]. The catalyst is C(O)=O.CO. The product is [NH2:17][C@H:5]([CH2:6][C:7]1[CH:15]=[C:14]([CH3:16])[C:10]2[NH:11][N:12]=[N:13][C:9]=2[CH:8]=1)[C:3]([O:2][CH3:1])=[O:4]. The yield is 1.00. (6) The yield is 0.680. The catalyst is C(#N)C. The product is [C:25]([C:22]1[CH:23]=[C:24]2[C:19](=[CH:20][CH:21]=1)[NH:18][CH:17]=[C:16]2[CH2:15][CH2:14][CH2:13][CH2:12][N:33]1[CH2:32][CH2:31][N:30]([C:34]2[N:39]=[C:38]([C:40]([NH2:42])=[O:41])[CH:37]=[CH:36][N:35]=2)[CH2:29][CH:28]1[CH3:27])#[N:26]. The reactants are CC1C=CC(S(O[CH2:12][CH2:13][CH2:14][CH2:15][C:16]2[C:24]3[C:19](=[CH:20][CH:21]=[C:22]([C:25]#[N:26])[CH:23]=3)[NH:18][CH:17]=2)(=O)=O)=CC=1.[CH3:27][CH:28]1[NH:33][CH2:32][CH2:31][N:30]([C:34]2[N:39]=[C:38]([C:40]([NH2:42])=[O:41])[CH:37]=[CH:36][N:35]=2)[CH2:29]1.C(=O)([O-])[O-].[K+].[K+].[I-].[K+]. (7) The reactants are [NH2:1][C@@H:2]([CH2:22][C:23]1[CH:28]=[CH:27][CH:26]=[CH:25][CH:24]=1)[C@@H:3]([OH:21])[CH2:4][C@@H:5]([NH:13][C:14](=[O:20])[O:15][C:16]([CH3:19])([CH3:18])[CH3:17])[CH2:6][C:7]1[CH:12]=[CH:11][CH:10]=[CH:9][CH:8]=1.[CH3:29][C@@H:30]([CH2:49][CH3:50])[C@H:31]([N:35]1[CH2:39][CH2:38][N:37]([CH2:40][C:41]2[CH:46]=[CH:45][CH:44]=[C:43]([CH3:47])[N:42]=2)[C:36]1=[O:48])[C:32](O)=[O:33].CCN=C=NCCCN(C)C.C1C=CC2N(O)N=NC=2C=1.CN1CCOCC1. The catalyst is C1COCC1. The product is [CH2:6]([C@H:5]([NH:13][C:14](=[O:20])[O:15][C:16]([CH3:19])([CH3:17])[CH3:18])[CH2:4][C@H:3]([OH:21])[C@@H:2]([NH:1][C:32](=[O:33])[C@@H:31]([N:35]1[CH2:39][CH2:38][N:37]([CH2:40][C:41]2[CH:46]=[CH:45][CH:44]=[C:43]([CH3:47])[N:42]=2)[C:36]1=[O:48])[C@@H:30]([CH3:29])[CH2:49][CH3:50])[CH2:22][C:23]1[CH:28]=[CH:27][CH:26]=[CH:25][CH:24]=1)[C:7]1[CH:12]=[CH:11][CH:10]=[CH:9][CH:8]=1. The yield is 1.00.